This data is from Retrosynthesis with 50K atom-mapped reactions and 10 reaction types from USPTO. The task is: Predict the reactants needed to synthesize the given product. (1) Given the product CC/C(=C(\c1ccc(O)cc1)c1ccc(OCCNCCCCCCSCCCC(F)(F)C(F)(F)F)cc1)c1ccccc1, predict the reactants needed to synthesize it. The reactants are: CC/C(=C(/c1ccc(OCCNCCCCCCSCCCC(F)(F)C(F)(F)F)cc1)c1ccc(O[Si](C(C)C)(C(C)C)C(C)C)cc1)c1ccccc1. (2) Given the product COc1cc2ncnc(Nc3ccc(F)c(Cl)c3)c2cc1[N+](=O)[O-], predict the reactants needed to synthesize it. The reactants are: CO.O=[N+]([O-])c1cc2c(Nc3ccc(F)c(Cl)c3)ncnc2cc1F.